Dataset: Forward reaction prediction with 1.9M reactions from USPTO patents (1976-2016). Task: Predict the product of the given reaction. The product is: [O:14]1[C:15]2[CH:16]=[CH:17][C:11]([CH2:12][NH:8][C:1]([NH2:3])=[S:2])=[CH:21][C:22]=2[O:23][CH2:13]1. Given the reactants [C:1]([N:8]1[CH:12]=[CH:11]N=C1)([N:3]1C=CN=C1)=[S:2].[CH2:13]1[O:23][C:22]2[CH:21]=C[C:17](CN)=[CH:16][C:15]=2[O:14]1.N, predict the reaction product.